From a dataset of NCI-60 drug combinations with 297,098 pairs across 59 cell lines. Regression. Given two drug SMILES strings and cell line genomic features, predict the synergy score measuring deviation from expected non-interaction effect. (1) Drug 1: CN(C)C1=NC(=NC(=N1)N(C)C)N(C)C. Drug 2: CC1=C(N=C(N=C1N)C(CC(=O)N)NCC(C(=O)N)N)C(=O)NC(C(C2=CN=CN2)OC3C(C(C(C(O3)CO)O)O)OC4C(C(C(C(O4)CO)O)OC(=O)N)O)C(=O)NC(C)C(C(C)C(=O)NC(C(C)O)C(=O)NCCC5=NC(=CS5)C6=NC(=CS6)C(=O)NCCC[S+](C)C)O. Cell line: SK-MEL-28. Synergy scores: CSS=-3.06, Synergy_ZIP=2.96, Synergy_Bliss=4.64, Synergy_Loewe=-4.41, Synergy_HSA=-3.06. (2) Drug 1: CC1=CC=C(C=C1)C2=CC(=NN2C3=CC=C(C=C3)S(=O)(=O)N)C(F)(F)F. Drug 2: CC1=C(C=C(C=C1)C(=O)NC2=CC(=CC(=C2)C(F)(F)F)N3C=C(N=C3)C)NC4=NC=CC(=N4)C5=CN=CC=C5. Cell line: HS 578T. Synergy scores: CSS=2.26, Synergy_ZIP=-3.43, Synergy_Bliss=-3.64, Synergy_Loewe=-2.91, Synergy_HSA=-2.42. (3) Drug 1: CC12CCC(CC1=CCC3C2CCC4(C3CC=C4C5=CN=CC=C5)C)O. Drug 2: CN(CCCl)CCCl.Cl. Cell line: OVCAR3. Synergy scores: CSS=20.0, Synergy_ZIP=-1.73, Synergy_Bliss=1.49, Synergy_Loewe=0.838, Synergy_HSA=1.14. (4) Drug 1: CC1=C(C(=CC=C1)Cl)NC(=O)C2=CN=C(S2)NC3=CC(=NC(=N3)C)N4CCN(CC4)CCO. Drug 2: CC1CCC2CC(C(=CC=CC=CC(CC(C(=O)C(C(C(=CC(C(=O)CC(OC(=O)C3CCCCN3C(=O)C(=O)C1(O2)O)C(C)CC4CCC(C(C4)OC)OCCO)C)C)O)OC)C)C)C)OC. Cell line: HCT-15. Synergy scores: CSS=-1.75, Synergy_ZIP=2.10, Synergy_Bliss=8.39, Synergy_Loewe=1.30, Synergy_HSA=1.76. (5) Drug 1: CC1=C2C(C(=O)C3(C(CC4C(C3C(C(C2(C)C)(CC1OC(=O)C(C(C5=CC=CC=C5)NC(=O)C6=CC=CC=C6)O)O)OC(=O)C7=CC=CC=C7)(CO4)OC(=O)C)O)C)OC(=O)C. Drug 2: C1=CC=C(C(=C1)C(C2=CC=C(C=C2)Cl)C(Cl)Cl)Cl. Cell line: SN12C. Synergy scores: CSS=-0.120, Synergy_ZIP=0.288, Synergy_Bliss=-3.29, Synergy_Loewe=-8.97, Synergy_HSA=-5.56. (6) Drug 1: C1=CC(=CC=C1CCCC(=O)O)N(CCCl)CCCl. Drug 2: C(CN)CNCCSP(=O)(O)O. Cell line: NCIH23. Synergy scores: CSS=19.2, Synergy_ZIP=-11.4, Synergy_Bliss=-7.58, Synergy_Loewe=-25.2, Synergy_HSA=-7.83. (7) Drug 1: CC1=C2C(C(=O)C3(C(CC4C(C3C(C(C2(C)C)(CC1OC(=O)C(C(C5=CC=CC=C5)NC(=O)OC(C)(C)C)O)O)OC(=O)C6=CC=CC=C6)(CO4)OC(=O)C)OC)C)OC. Synergy scores: CSS=40.3, Synergy_ZIP=0.853, Synergy_Bliss=-0.653, Synergy_Loewe=-37.1, Synergy_HSA=-1.20. Drug 2: CC(C)CN1C=NC2=C1C3=CC=CC=C3N=C2N. Cell line: EKVX.